Dataset: Full USPTO retrosynthesis dataset with 1.9M reactions from patents (1976-2016). Task: Predict the reactants needed to synthesize the given product. (1) Given the product [CH3:13][CH:14]([CH3:30])[C:15]([NH:17][C:18]1[CH:23]=[CH:22][CH:21]=[C:20]([CH:24]2[CH2:29][CH2:28][N:27]([CH2:11][C:2]3[CH:3]=[CH:4][C:5]4[C:10](=[CH:9][CH:8]=[CH:7][CH:6]=4)[N:1]=3)[CH2:26][CH2:25]2)[CH:19]=1)=[O:16], predict the reactants needed to synthesize it. The reactants are: [N:1]1[C:10]2[C:5](=[CH:6][CH:7]=[CH:8][CH:9]=2)[CH:4]=[CH:3][C:2]=1[CH:11]=O.[CH3:13][CH:14]([CH3:30])[C:15]([NH:17][C:18]1[CH:23]=[CH:22][CH:21]=[C:20]([CH:24]2[CH2:29][CH2:28][NH:27][CH2:26][CH2:25]2)[CH:19]=1)=[O:16]. (2) The reactants are: [Cl:1][C:2]1[C:11]2[C:6](=[CH:7][CH:8]=[C:9]([CH:12]([C:14]3[N:18]([CH3:19])[C:17]([CH3:20])=[N:16][CH:15]=3)[OH:13])[CH:10]=2)[N:5]=[C:4]([O:21][CH3:22])[C:3]=1[CH2:23][C:24]1[CH:29]=[CH:28][C:27]([F:30])=[CH:26][CH:25]=1.N#N. Given the product [Cl:1][C:2]1[C:11]2[C:6](=[CH:7][CH:8]=[C:9]([C:12]([C:14]3[N:18]([CH3:19])[C:17]([CH3:20])=[N:16][CH:15]=3)=[O:13])[CH:10]=2)[N:5]=[C:4]([O:21][CH3:22])[C:3]=1[CH2:23][C:24]1[CH:25]=[CH:26][C:27]([F:30])=[CH:28][CH:29]=1, predict the reactants needed to synthesize it.